The task is: Predict the reactants needed to synthesize the given product.. This data is from Full USPTO retrosynthesis dataset with 1.9M reactions from patents (1976-2016). Given the product [NH2:1][C@:2]([C:9]1[CH:14]=[CH:13][CH:12]=[CH:11][CH:10]=1)([CH3:8])[CH2:3][OH:4], predict the reactants needed to synthesize it. The reactants are: [NH2:1][C@:2]([C:9]1[CH:14]=[CH:13][CH:12]=[CH:11][CH:10]=1)([CH3:8])[C:3](OCC)=[O:4].[BH4-].[Na+].